Dataset: Peptide-MHC class I binding affinity with 185,985 pairs from IEDB/IMGT. Task: Regression. Given a peptide amino acid sequence and an MHC pseudo amino acid sequence, predict their binding affinity value. This is MHC class I binding data. The peptide sequence is YQEPPAHGL. The MHC is HLA-B18:01 with pseudo-sequence HLA-B18:01. The binding affinity (normalized) is 0.213.